Task: Predict the reactants needed to synthesize the given product.. Dataset: Full USPTO retrosynthesis dataset with 1.9M reactions from patents (1976-2016) (1) Given the product [ClH:3].[ClH:3].[CH3:1][NH:2][CH2:4][C:5]1[NH:6][C:7]2[CH:13]=[CH:12][CH:11]=[CH:10][C:8]=2[N:9]=1, predict the reactants needed to synthesize it. The reactants are: [CH3:1][NH2:2].[Cl:3][CH2:4][C:5]1[NH:6][C:7]2[CH:13]=[CH:12][CH:11]=[CH:10][C:8]=2[N:9]=1. (2) Given the product [Br:40][CH2:1][C:2]1[CH:3]=[C:4]([CH:18]=[CH:19][CH:20]=1)[C:5]([NH:7][C:8]1[CH:13]=[CH:12][CH:11]=[C:10]([C:14]([F:16])([F:15])[F:17])[CH:9]=1)=[O:6], predict the reactants needed to synthesize it. The reactants are: [CH3:1][C:2]1[CH:3]=[C:4]([CH:18]=[CH:19][CH:20]=1)[C:5]([NH:7][C:8]1[CH:13]=[CH:12][CH:11]=[C:10]([C:14]([F:17])([F:16])[F:15])[CH:9]=1)=[O:6].CC(N=NC(C#N)(C)C)(C#N)C.C1C(=O)N([Br:40])C(=O)C1. (3) The reactants are: N1C=CN=C1.[CH3:6][C:7]([Si:10](Cl)([CH3:12])[CH3:11])([CH3:9])[CH3:8].[CH2:14]([C:16]1[O:17][C:18]([CH2:21][CH2:22][OH:23])=[CH:19][CH:20]=1)[CH3:15]. Given the product [C:7]([Si:10]([O:23][CH2:22][CH2:21][C:18]1[O:17][C:16]([CH2:14][CH3:15])=[CH:20][CH:19]=1)([CH3:12])[CH3:11])([CH3:9])([CH3:8])[CH3:6], predict the reactants needed to synthesize it. (4) Given the product [CH3:1][N:2]1[CH:6]=[CH:5][C:4]([S:7]([N:15]2[CH2:14][CH2:13][N:12]([CH2:18][CH:19]([N:23]3[CH:27]=[C:26]([C:28]4[C:29]5[CH:36]=[CH:35][NH:34][C:30]=5[N:31]=[CH:32][N:33]=4)[CH:25]=[N:24]3)[CH2:20][C:21]#[N:22])[CH2:17][CH2:16]2)(=[O:9])=[O:8])=[N:3]1, predict the reactants needed to synthesize it. The reactants are: [CH3:1][N:2]1[CH:6]=[CH:5][C:4]([S:7](Cl)(=[O:9])=[O:8])=[N:3]1.Cl.[N:12]1([CH2:18][CH:19]([N:23]2[CH:27]=[C:26]([C:28]3[C:29]4[CH:36]=[CH:35][N:34](COCC[Si](C)(C)C)[C:30]=4[N:31]=[CH:32][N:33]=3)[CH:25]=[N:24]2)[CH2:20][C:21]#[N:22])[CH2:17][CH2:16][NH:15][CH2:14][CH2:13]1.C(N(CC)CC)C.FC(F)(F)C(O)=O.C(N)CN. (5) Given the product [OH:16][N:15]=[C:2]([C:3]1[CH:4]=[CH:5][CH:6]=[C:11]([CH2:19][CH2:18][OH:17])[CH:12]=1)[NH2:1], predict the reactants needed to synthesize it. The reactants are: [NH2:1][C:2](=[N:15][OH:16])[C:3]1[CH:12]=[CH:11][C:6](C(OC)=O)=[CH:5][C:4]=1OC.[OH:17][CH2:18][CH2:19]C1C=C(C=CC=1)C#N. (6) Given the product [C:11]([O:15][C:16]([N:18]1[CH2:22][CH2:21][C:20]([CH2:44][C:45]2[CH:50]=[CH:49][CH:48]=[CH:47][CH:46]=2)([C:23]([C:25]2[CH:26]=[C:27]3[C:31](=[CH:32][CH:33]=2)[N:30]([Si:34]([CH:35]([CH3:36])[CH3:37])([CH:38]([CH3:40])[CH3:39])[CH:41]([CH3:43])[CH3:42])[CH:29]=[CH:28]3)=[O:24])[CH2:19]1)=[O:17])([CH3:13])([CH3:14])[CH3:12], predict the reactants needed to synthesize it. The reactants are: C[Si]([N-][Si](C)(C)C)(C)C.[Li+].[C:11]([O:15][C:16]([N:18]1[CH2:22][CH2:21][CH:20]([C:23]([C:25]2[CH:26]=[C:27]3[C:31](=[CH:32][CH:33]=2)[N:30]([Si:34]([CH:41]([CH3:43])[CH3:42])([CH:38]([CH3:40])[CH3:39])[CH:35]([CH3:37])[CH3:36])[CH:29]=[CH:28]3)=[O:24])[CH2:19]1)=[O:17])([CH3:14])([CH3:13])[CH3:12].[CH2:44](Br)[C:45]1[CH:50]=[CH:49][CH:48]=[CH:47][CH:46]=1. (7) Given the product [CH3:1][O:2][C:3]([C@@H:5]1[CH2:9][C@H:8]([NH:10][C:11]([O:13][CH2:14][C:15]2[CH:20]=[CH:19][CH:18]=[CH:17][CH:16]=2)=[O:12])[CH2:7][NH:6]1)=[O:4], predict the reactants needed to synthesize it. The reactants are: [CH3:1][O:2][C:3]([C@@H:5]1[CH2:9][C@H:8]([NH:10][C:11]([O:13][CH2:14][C:15]2[CH:20]=[CH:19][CH:18]=[CH:17][CH:16]=2)=[O:12])[CH2:7][N:6]1C(OC(C)(C)C)=O)=[O:4]. (8) The reactants are: [C:1]1([S:7]([NH:10][C:11]2[CH:16]=[CH:15][C:14]([CH:17]=[CH:18][C:19]([OH:21])=O)=[CH:13][CH:12]=2)(=[O:9])=[O:8])[CH:6]=[CH:5][CH:4]=[CH:3][CH:2]=1.Cl.CN(C)CCCN=C=NCC.O.[OH:35][N:36]1C2C=CC=CC=2N=N1.NOC1CCCCO1.C12(CS(O)(=O)=O)C(C)(C)C(CC1)CC2=O. Given the product [OH:35][NH:36][C:19](=[O:21])[CH:18]=[CH:17][C:14]1[CH:15]=[CH:16][C:11]([NH:10][S:7]([C:1]2[CH:6]=[CH:5][CH:4]=[CH:3][CH:2]=2)(=[O:9])=[O:8])=[CH:12][CH:13]=1, predict the reactants needed to synthesize it. (9) Given the product [F:12][C:13]1[CH:21]=[CH:20][C:16]([C:17]([O:1][CH2:2][C:3]2[NH:8][C:7](=[O:9])[CH:6]=[CH:5][CH:4]=2)=[O:18])=[CH:15][CH:14]=1, predict the reactants needed to synthesize it. The reactants are: [OH:1][CH2:2][C:3]1[NH:8][C:7](=[O:9])[CH:6]=[CH:5][CH:4]=1.[H-].[Na+].[F:12][C:13]1[CH:21]=[CH:20][C:16]([C:17](Cl)=[O:18])=[CH:15][CH:14]=1. (10) The reactants are: C([O:8][CH2:9][CH2:10][O:11][C:12]1[CH:13]=[CH:14][C:15]([F:31])=[C:16]2[C:21]=1[NH:20][CH:19]=[C:18]([C:22]1[CH:27]=[CH:26][C:25]([O:28][CH3:29])=[CH:24][CH:23]=1)[C:17]2=[O:30])C1C=CC=CC=1.[H][H]. Given the product [F:31][C:15]1[CH:14]=[CH:13][C:12]([O:11][CH2:10][CH2:9][OH:8])=[C:21]2[C:16]=1[C:17](=[O:30])[C:18]([C:22]1[CH:27]=[CH:26][C:25]([O:28][CH3:29])=[CH:24][CH:23]=1)=[CH:19][NH:20]2, predict the reactants needed to synthesize it.